Dataset: Reaction yield outcomes from USPTO patents with 853,638 reactions. Task: Predict the reaction yield, written as a fraction of the theoretical maximum amount of product (1.0 means a 100% yield; for example, 0.34 means a 34% yield). (1) The reactants are Cl[C:2]1[CH:7]=[C:6]([NH:8][C:9]2[C:18]([F:19])=[CH:17][CH:16]=[CH:15][C:10]=2[C:11]([NH:13][CH3:14])=[O:12])[C:5]([Cl:20])=[CH:4][N:3]=1.[CH2:21]([N:23]1[C:27]([NH2:28])=[CH:26][C:25]([CH3:29])=[N:24]1)[CH3:22].C(=O)([O-])[O-].[Cs+].[Cs+]. The catalyst is O1CCOCC1. The product is [Cl:20][C:5]1[C:6]([NH:8][C:9]2[C:18]([F:19])=[CH:17][CH:16]=[CH:15][C:10]=2[C:11]([NH:13][CH3:14])=[O:12])=[CH:7][C:2]([NH:28][C:27]2[N:23]([CH2:21][CH3:22])[N:24]=[C:25]([CH3:29])[CH:26]=2)=[N:3][CH:4]=1. The yield is 0.167. (2) The reactants are [CH3:1][N+:2]([CH3:5])=[CH:3]Cl.[Cl-].CN(C)C=O.P(Cl)(Cl)(Cl)=O.[F:17][C:18]([F:30])([F:29])[C:19]1[CH:24]=[CH:23][C:22]([CH2:25][C:26](O)=[O:27])=[CH:21][CH:20]=1.C([O-])([O-])=O.[Na+].[Na+]. The catalyst is O.C1(C)C=CC=CC=1. The product is [CH3:1][N:2]([CH3:5])[CH:3]=[C:25]([C:22]1[CH:21]=[CH:20][C:19]([C:18]([F:17])([F:29])[F:30])=[CH:24][CH:23]=1)[CH:26]=[O:27]. The yield is 0.870. (3) The reactants are [Si]([N:18]1[C@@H:23]([CH3:24])[CH2:22][N:21]([CH2:25][C:26]#[C:27][C:28]2[CH:29]=[C:30]([N:50]([CH2:57][CH3:58])[CH:51]3[CH2:56][CH2:55][O:54][CH2:53][CH2:52]3)[C:31]([CH3:49])=[C:32]([CH:48]=2)[C:33]([NH:35][CH2:36][C:37]2[C:38](=[O:47])[NH:39][C:40]([CH3:46])=[CH:41][C:42]=2[CH:43]([CH3:45])[CH3:44])=[O:34])[CH2:20][C@H:19]1[CH3:59])(C(C)(C)C)(C1C=CC=CC=1)C1C=CC=CC=1.C(Cl)Cl.Cl.O1CCOCC1. No catalyst specified. The product is [CH3:59][C@H:19]1[NH:18][C@@H:23]([CH3:24])[CH2:22][N:21]([CH2:25][C:26]#[C:27][C:28]2[CH:29]=[C:30]([N:50]([CH2:57][CH3:58])[CH:51]3[CH2:52][CH2:53][O:54][CH2:55][CH2:56]3)[C:31]([CH3:49])=[C:32]([CH:48]=2)[C:33]([NH:35][CH2:36][C:37]2[C:38](=[O:47])[NH:39][C:40]([CH3:46])=[CH:41][C:42]=2[CH:43]([CH3:44])[CH3:45])=[O:34])[CH2:20]1. The yield is 0.970. (4) The reactants are [Br:1][C:2]1[C:3]([O:11][CH3:12])=[C:4]([C:7](F)=[CH:8][CH:9]=1)[CH:5]=O.Cl.O(N)C.C(=O)([O-])[O-].[K+].[K+].[NH2:23][NH2:24]. The catalyst is COCCOC.C(OCC)(=O)C.O. The product is [Br:1][C:2]1[C:3]([O:11][CH3:12])=[C:4]2[C:7](=[CH:8][CH:9]=1)[NH:24][N:23]=[CH:5]2. The yield is 0.260. (5) The reactants are [F:1][C:2]1[CH:10]=[CH:9][C:8]([C:11]([OH:13])=O)=[C:7]2[C:3]=1[CH:4]=[CH:5][NH:6]2.[C:14]([C:18]1[CH:33]=[CH:32][C:21]([CH2:22][NH:23][CH2:24][CH2:25][C:26]2[CH:31]=[CH:30][CH:29]=[CH:28][CH:27]=2)=[CH:20][CH:19]=1)([CH3:17])([CH3:16])[CH3:15].C(Cl)Cl.CCN=C=NCCCN(C)C.Cl. No catalyst specified. The product is [C:14]([C:18]1[CH:33]=[CH:32][C:21]([CH2:22][N:23]([CH2:24][CH2:25][C:26]2[CH:31]=[CH:30][CH:29]=[CH:28][CH:27]=2)[C:11]([C:8]2[CH:9]=[CH:10][C:2]([F:1])=[C:3]3[C:7]=2[NH:6][CH:5]=[CH:4]3)=[O:13])=[CH:20][CH:19]=1)([CH3:17])([CH3:15])[CH3:16]. The yield is 0.720. (6) The reactants are Cl.[NH2:2][OH:3].C[O-].[Na+].[O:7]1[CH:11]=[CH:10][C:9]([C:12]2[NH:16][C:15]([C:17]([NH:19][CH2:20][C:21]3[CH:30]=[CH:29][C:24]([C:25](OC)=[O:26])=[CH:23][CH:22]=3)=[O:18])=[C:14]([C:31]3[CH:36]=[CH:35][C:34]([OH:37])=[CH:33][CH:32]=3)[CH:13]=2)=[CH:8]1.O. The catalyst is CO.C1C=CC2C(C3C=CC(O)=CC=3)(C3C=CC(O)=CC=3)OC(=O)C=2C=1.C(O)(=O)C. The product is [O:7]1[CH:11]=[CH:10][C:9]([C:12]2[NH:16][C:15]([C:17]([NH:19][CH2:20][C:21]3[CH:22]=[CH:23][C:24]([C:25]([NH:2][OH:3])=[O:26])=[CH:29][CH:30]=3)=[O:18])=[C:14]([C:31]3[CH:36]=[CH:35][C:34]([OH:37])=[CH:33][CH:32]=3)[CH:13]=2)=[CH:8]1. The yield is 0.940. (7) The reactants are [Na].Cl[C:3]1[N:11]=[C:10]2[C:6]([N:7]=[C:8]([OH:24])[N:9]2[CH2:12][C:13]2[CH:18]=[CH:17][CH:16]=[C:15]([CH2:19][C:20]([O:22][CH3:23])=[O:21])[CH:14]=2)=[C:5]([NH2:25])[N:4]=1.[CH3:26][S:27][CH2:28][CH2:29][OH:30]. No catalyst specified. The product is [OH:24][C:8]1[N:9]([CH2:12][C:13]2[CH:18]=[CH:17][CH:16]=[C:15]([CH2:19][C:20]([O:22][CH3:23])=[O:21])[CH:14]=2)[C:10]2[C:6]([N:7]=1)=[C:5]([NH2:25])[N:4]=[C:3]([O:30][CH2:29][CH2:28][S:27][CH3:26])[N:11]=2. The yield is 0.300.